Task: Predict the reaction yield, written as a fraction of the theoretical maximum amount of product (1.0 means a 100% yield; for example, 0.34 means a 34% yield).. Dataset: Reaction yield outcomes from USPTO patents with 853,638 reactions (1) The reactants are [Cl:1][C:2]1[C:3]([C:26]#[N:27])=[C:4]([C:8]([NH:10][C@@H:11]2[CH2:16][CH2:15][N:14](C(OCC)=O)[CH2:13][C@@H:12]2[O:22][CH2:23][CH2:24][CH3:25])=[O:9])[NH:5][C:6]=1[CH3:7].[OH-].[K+].O.NN.O. The catalyst is C(O)CO. The product is [Cl:1][C:2]1[C:3]([C:26]#[N:27])=[C:4]([C:8]([NH:10][C@@H:11]2[CH2:16][CH2:15][NH:14][CH2:13][C@@H:12]2[O:22][CH2:23][CH2:24][CH3:25])=[O:9])[NH:5][C:6]=1[CH3:7]. The yield is 0.710. (2) The reactants are [N:1]1[CH:2]=[CH:3][N:4]2[CH:9]=[C:8]([CH2:10][OH:11])[CH:7]=[CH:6][C:5]=12.C1C(=O)N([Cl:19])C(=O)C1. The catalyst is C(#N)C. The product is [Cl:19][C:3]1[N:4]2[CH:9]=[C:8]([CH2:10][OH:11])[CH:7]=[CH:6][C:5]2=[N:1][CH:2]=1. The yield is 0.680. (3) The reactants are [CH:1]1[CH:6]=[C:5]2[C:7]3[CH:13]=[N:12][CH:11]=[CH:10][C:8]=3[NH:9][C:4]2=[CH:3][CH:2]=1.[CH2:14](Br)[CH2:15][CH2:16][CH2:17][CH3:18].[C:20]([O-])([O-])=[O:21].[Cs+].[Cs+].[C:26]([O:29][CH2:30][CH3:31])(=[O:28])C. The catalyst is CN(C=O)C. The product is [CH3:20][O:21][C:2]1[CH:1]=[CH:6][C:5]2[C:7]3[CH2:13][N:12]([C:26]([O:29][CH2:30][CH3:31])=[O:28])[CH2:11][CH2:10][C:8]=3[N:9]([CH2:14][CH2:15][CH2:16][CH2:17][CH3:18])[C:4]=2[CH:3]=1. The yield is 0.670. (4) The catalyst is CS(C)=O.[Cu]. The reactants are Br[C:2]1[CH:11]=[CH:10][C:9]2[C:4](=[CH:5][CH:6]=[CH:7][CH:8]=2)[N:3]=1.Br[C:13]([F:20])([F:19])[C:14]([O:16][CH2:17][CH3:18])=[O:15]. The product is [CH2:17]([O:16][C:14](=[O:15])[C:13]([F:20])([F:19])[C:2]1[CH:11]=[CH:10][C:9]2[C:4](=[CH:5][CH:6]=[CH:7][CH:8]=2)[N:3]=1)[CH3:18]. The yield is 0.700. (5) The reactants are [Si:1]([O:8][CH2:9][CH2:10][NH:11]C1CCCC1)([C:4]([CH3:7])([CH3:6])[CH3:5])([CH3:3])[CH3:2].[F:17][C:18]1[CH:25]=[CH:24][C:21]([CH:22]=O)=[CH:20][CH:19]=1.[Si](OCCN)(C(C)(C)C)(C)C. The product is [Si:1]([O:8][CH2:9][CH2:10][NH:11][CH2:22][C:21]1[CH:24]=[CH:25][C:18]([F:17])=[CH:19][CH:20]=1)([C:4]([CH3:6])([CH3:7])[CH3:5])([CH3:3])[CH3:2]. No catalyst specified. The yield is 0.350. (6) The reactants are [NH2:1][CH:2]([CH2:12][C:13]1[CH:18]=[CH:17][C:16]([C:19]([F:22])([F:21])[F:20])=[CH:15][CH:14]=1)[CH:3]([C:5]1[CH:10]=[CH:9][C:8]([F:11])=[CH:7][CH:6]=1)[OH:4].[O:23]([C:30]1[CH:31]=[C:32]([CH:36]=[CH:37][CH:38]=1)[C:33](O)=[O:34])[C:24]1[CH:29]=[CH:28][CH:27]=[CH:26][CH:25]=1.Cl.C(N=C=NCCCN(C)C)C.ON1C2C=CC=CC=2N=N1. The catalyst is C(#N)C.O. The product is [F:11][C:8]1[CH:9]=[CH:10][C:5]([CH:3]([OH:4])[CH:2]([NH:1][C:33](=[O:34])[C:32]2[CH:36]=[CH:37][CH:38]=[C:30]([O:23][C:24]3[CH:25]=[CH:26][CH:27]=[CH:28][CH:29]=3)[CH:31]=2)[CH2:12][C:13]2[CH:18]=[CH:17][C:16]([C:19]([F:22])([F:20])[F:21])=[CH:15][CH:14]=2)=[CH:6][CH:7]=1. The yield is 0.610. (7) The reactants are [CH2:1]([O:8][C@@H:9]1[C@@H:21]([O:22][CH2:23][C:24]2[CH:29]=[CH:28][C:27]([O:30][CH3:31])=[CH:26][CH:25]=2)[C@@H:20]([OH:32])[C@@H:19]([CH2:33][OH:34])[O:18][C@H:10]1[O:11][CH2:12][CH2:13][Si:14]([CH3:17])([CH3:16])[CH3:15])[C:2]1[CH:7]=[CH:6][CH:5]=[CH:4][CH:3]=1.[Si:35](Cl)([C:38]([CH3:41])([CH3:40])[CH3:39])([CH3:37])[CH3:36].N1C=CN=C1. The catalyst is CN(C=O)C. The product is [CH2:1]([O:8][C@@H:9]1[C@@H:21]([O:22][CH2:23][C:24]2[CH:25]=[CH:26][C:27]([O:30][CH3:31])=[CH:28][CH:29]=2)[C@@H:20]([OH:32])[C@@H:19]([CH2:33][O:34][Si:35]([C:38]([CH3:41])([CH3:40])[CH3:39])([CH3:37])[CH3:36])[O:18][C@H:10]1[O:11][CH2:12][CH2:13][Si:14]([CH3:16])([CH3:15])[CH3:17])[C:2]1[CH:7]=[CH:6][CH:5]=[CH:4][CH:3]=1. The yield is 0.960. (8) The reactants are Cl[C:2]1[C:3]2[CH:20]=[CH:19][C:18](=[O:21])[N:17]([C:22]3[C:27]([F:28])=[CH:26][CH:25]=[CH:24][C:23]=3[F:29])[C:4]=2[N:5]=[C:6]([NH:8][CH2:9][CH2:10][CH2:11][N:12]([CH2:15][CH3:16])[CH2:13][CH3:14])[N:7]=1.CC1(C)C(C)(C)OB([C:38]2[CH:39]=[C:40]([CH:44]=[CH:45][CH:46]=2)[C:41]([OH:43])=[O:42])O1.C(=O)([O-])[O-].[K+].[K+]. The catalyst is O1CCOCC1.O.C1C=CC([P]([Pd]([P](C2C=CC=CC=2)(C2C=CC=CC=2)C2C=CC=CC=2)([P](C2C=CC=CC=2)(C2C=CC=CC=2)C2C=CC=CC=2)[P](C2C=CC=CC=2)(C2C=CC=CC=2)C2C=CC=CC=2)(C2C=CC=CC=2)C2C=CC=CC=2)=CC=1. The product is [CH2:13]([N:12]([CH2:15][CH3:16])[CH2:11][CH2:10][CH2:9][NH:8][C:6]1[N:7]=[C:2]([C:38]2[CH:39]=[C:40]([CH:44]=[CH:45][CH:46]=2)[C:41]([OH:43])=[O:42])[C:3]2[CH:20]=[CH:19][C:18](=[O:21])[N:17]([C:22]3[C:27]([F:28])=[CH:26][CH:25]=[CH:24][C:23]=3[F:29])[C:4]=2[N:5]=1)[CH3:14]. The yield is 0.320. (9) The reactants are [Cl-].O[NH3+:3].[C:4](=[O:7])([O-])[OH:5].[Na+].CS(C)=O.[CH3:13][C:14]1([CH3:48])[CH2:18][C:17]2[CH:19]=[C:20]([N:23]3[C:28](=[O:29])[C:27]([CH2:30][C:31]4[CH:36]=[CH:35][C:34]([C:37]5[C:38]([C:43]#[N:44])=[CH:39][CH:40]=[CH:41][CH:42]=5)=[CH:33][CH:32]=4)=[C:26]([CH2:45][CH2:46][CH3:47])[N:25]=[CH:24]3)[CH:21]=[CH:22][C:16]=2[O:15]1. The catalyst is C(OCC)(=O)C. The product is [CH3:13][C:14]1([CH3:48])[CH2:18][C:17]2[CH:19]=[C:20]([N:23]3[C:28](=[O:29])[C:27]([CH2:30][C:31]4[CH:36]=[CH:35][C:34]([C:37]5[CH:42]=[CH:41][CH:40]=[CH:39][C:38]=5[C:43]5[NH:3][C:4](=[O:7])[O:5][N:44]=5)=[CH:33][CH:32]=4)=[C:26]([CH2:45][CH2:46][CH3:47])[N:25]=[CH:24]3)[CH:21]=[CH:22][C:16]=2[O:15]1. The yield is 0.530.